Dataset: Full USPTO retrosynthesis dataset with 1.9M reactions from patents (1976-2016). Task: Predict the reactants needed to synthesize the given product. (1) The reactants are: [Br:1][C:2]1[CH:7]=[CH:6][C:5]([N:8]2[CH:12]=[CH:11][C:10]([NH:13][C:14](=[O:18])[CH2:15][C:16]#[N:17])=[C:9]2[C:19]([O:21]CC)=O)=[CH:4][CH:3]=1.[H-].[Na+].[H][H]. Given the product [Br:1][C:2]1[CH:3]=[CH:4][C:5]([N:8]2[C:9]3[C:19]([OH:21])=[C:15]([C:16]#[N:17])[C:14](=[O:18])[NH:13][C:10]=3[CH:11]=[CH:12]2)=[CH:6][CH:7]=1, predict the reactants needed to synthesize it. (2) Given the product [CH2:1]([O:3][C:4]([C:6]1[CH:7]=[C:8]([C:15](=[O:17])[NH:49][C@@H:47]([C:44]2[CH:45]=[CH:46][C:41]([F:40])=[CH:42][CH:43]=2)[CH3:48])[N:9]2[CH2:14][CH2:13][O:12][CH2:11][C:10]=12)=[O:5])[CH3:2], predict the reactants needed to synthesize it. The reactants are: [CH2:1]([O:3][C:4]([C:6]1[CH:7]=[C:8]([C:15]([OH:17])=O)[N:9]2[CH2:14][CH2:13][O:12][CH2:11][C:10]=12)=[O:5])[CH3:2].ON1C2C=CC=CC=2N=N1.Cl.C(N=C=NCCCN(C)C)C.[F:40][C:41]1[CH:46]=[CH:45][C:44]([C@H:47]([NH2:49])[CH3:48])=[CH:43][CH:42]=1. (3) Given the product [CH3:20][O:19][C:16]1[CH:17]=[CH:18][C:13]([NH:12][CH:9]2[CH2:8][CH2:7][N:6]([C@H:4]([CH3:5])[CH2:3][CH2:2][NH:1][C:28]([C:27]3[C:22]([CH3:21])=[N:23][CH:24]=[N:25][C:26]=3[CH3:31])=[O:29])[CH2:11][CH2:10]2)=[CH:14][CH:15]=1, predict the reactants needed to synthesize it. The reactants are: [NH2:1][CH2:2][CH2:3][C@H:4]([N:6]1[CH2:11][CH2:10][CH:9]([NH:12][C:13]2[CH:18]=[CH:17][C:16]([O:19][CH3:20])=[CH:15][CH:14]=2)[CH2:8][CH2:7]1)[CH3:5].[CH3:21][C:22]1[C:27]([C:28](O)=[O:29])=[C:26]([CH3:31])[N:25]=[CH:24][N:23]=1. (4) Given the product [Cl:2][C:3]1[CH:4]=[C:5]2[C:9](=[CH:10][CH:11]=1)[N:8]([CH2:20][C:21]1[CH:22]=[CH:23][C:24]([S:27]([CH3:30])(=[O:29])=[O:28])=[CH:25][CH:26]=1)[C:7]([C:12]1[CH:13]=[N:14][CH:15]=[CH:16][CH:17]=1)=[C:6]2[CH3:18], predict the reactants needed to synthesize it. The reactants are: Cl.[Cl:2][C:3]1[CH:4]=[C:5]2[C:9](=[CH:10][CH:11]=1)[NH:8][C:7]([C:12]1[CH:13]=[N:14][CH:15]=[CH:16][CH:17]=1)=[C:6]2[CH3:18].Br[CH2:20][C:21]1[CH:26]=[CH:25][C:24]([S:27]([CH3:30])(=[O:29])=[O:28])=[CH:23][CH:22]=1. (5) Given the product [CH3:1][C:2]1[CH:8]=[CH:7][C:6]([CH3:9])=[CH:5][C:3]=1[NH:4][CH2:11][C:12]1[CH:20]=[CH:19][C:16]([O:17][CH3:18])=[C:14]([OH:15])[CH:13]=1, predict the reactants needed to synthesize it. The reactants are: [CH3:1][C:2]1[CH:8]=[CH:7][C:6]([CH3:9])=[CH:5][C:3]=1[NH2:4].O=[CH:11][C:12]1[CH:20]=[CH:19][C:16]([O:17][CH3:18])=[C:14]([OH:15])[CH:13]=1. (6) Given the product [CH3:14][O:13][CH:10]1[NH:9][CH:8]=[C:7]([CH2:6][C:15]#[N:16])[CH:12]=[CH:11]1, predict the reactants needed to synthesize it. The reactants are: CS(O[CH2:6][C:7]1[CH:8]=[N:9][C:10]([O:13][CH3:14])=[CH:11][CH:12]=1)(=O)=O.[C-:15]#[N:16].[Na+]. (7) Given the product [C:22]([CH:10]1[C:11](=[O:15])[CH2:12][CH2:13][CH2:14][C:9]1=[O:8])(=[O:16])[CH3:23], predict the reactants needed to synthesize it. The reactants are: [Al+3].[Cl-].[Cl-].[Cl-].C([O:8][C:9]1[CH2:14][CH2:13][CH2:12][C:11](=[O:15])[CH:10]=1)(=O)C.[OH:16]S(O)(=O)=O.Cl[CH:22](Cl)[CH3:23]. (8) Given the product [NH2:2][C@H:3]([C:19]([NH:21][C@H:22]([C:27]([NH:29][C@H:30]([C:35]([O:37][CH3:38])=[O:36])[CH2:31][CH:32]([CH3:33])[CH3:34])=[O:28])[CH2:23][CH:24]([CH3:25])[CH3:26])=[O:20])[CH2:4][CH2:5][CH2:6][CH2:7][NH:8][C:9]([O:11][CH2:12][C:13]1[CH:14]=[CH:15][CH:16]=[CH:17][CH:18]=1)=[O:10].[ClH:1], predict the reactants needed to synthesize it. The reactants are: [ClH:1].[NH:2](C(OC(C)(C)C)=O)[C@H:3]([C:19]([NH:21][C@H:22]([C:27]([NH:29][C@H:30]([C:35]([O:37][CH3:38])=[O:36])[CH2:31][CH:32]([CH3:34])[CH3:33])=[O:28])[CH2:23][CH:24]([CH3:26])[CH3:25])=[O:20])[CH2:4][CH2:5][CH2:6][CH2:7][NH:8][C:9]([O:11][CH2:12][C:13]1[CH:18]=[CH:17][CH:16]=[CH:15][CH:14]=1)=[O:10].